This data is from Full USPTO retrosynthesis dataset with 1.9M reactions from patents (1976-2016). The task is: Predict the reactants needed to synthesize the given product. (1) Given the product [Cl:1][C:2]1[CH:3]=[C:4]([C@@H:8]2[C@@H:13]([C:14]3[CH:19]=[CH:18][C:17]([Cl:20])=[CH:16][CH:15]=3)[N:12]([C@H:21]([CH:24]3[CH2:29][CH2:28][CH2:27][CH2:26][O:25]3)[CH2:22][CH3:23])[C:11](=[O:30])[C@:10]([CH2:32][CH:33]=[O:36])([CH3:31])[CH2:9]2)[CH:5]=[CH:6][CH:7]=1, predict the reactants needed to synthesize it. The reactants are: [Cl:1][C:2]1[CH:3]=[C:4]([C@@H:8]2[C@@H:13]([C:14]3[CH:19]=[CH:18][C:17]([Cl:20])=[CH:16][CH:15]=3)[N:12]([C@H:21]([CH:24]3[CH2:29][CH2:28][CH2:27][CH2:26][O:25]3)[CH2:22][CH3:23])[C:11](=[O:30])[C@:10]([CH2:32][CH:33]([OH:36])CO)([CH3:31])[CH2:9]2)[CH:5]=[CH:6][CH:7]=1.I([O-])(=O)(=O)=O.[Na+].CO. (2) Given the product [CH3:1][C:2]1([CH2:34][C:35]2[CH:36]=[N:37][CH:38]=[N:39][CH:40]=2)[C:10]2[C:5](=[CH:6][CH:7]=[CH:8][CH:9]=2)[NH:4][C:3]1=[O:11], predict the reactants needed to synthesize it. The reactants are: [CH3:1][CH:2]1[C:10]2[C:5](=[CH:6][CH:7]=[CH:8][CH:9]=2)[NH:4][C:3]1=[O:11].CN(C)CCN.C([Li])CCC.CC1C=CC(S(O[CH2:34][C:35]2[CH:36]=[N:37][CH:38]=[N:39][CH:40]=2)(=O)=O)=CC=1. (3) Given the product [C:1]([O:5][C:6]([N:8]1[CH2:12][C@H:11]([OH:13])[CH2:10][C@@H:9]1[C@H:21]1[O:25][C:24]([CH3:26])([CH3:27])[N:23]([C:28](=[O:30])[CH3:29])[C@H:22]1[CH2:31][C:32]1[CH:33]=[C:34]([F:39])[CH:35]=[C:36]([F:38])[CH:37]=1)=[O:7])([CH3:2])([CH3:3])[CH3:4], predict the reactants needed to synthesize it. The reactants are: [C:1]([O:5][C:6]([N:8]1[CH2:12][C@H:11]([O:13]CC2C=CC=CC=2)[CH2:10][C@@H:9]1[C@H:21]1[O:25][C:24]([CH3:27])([CH3:26])[N:23]([C:28](=[O:30])[CH3:29])[C@H:22]1[CH2:31][C:32]1[CH:37]=[C:36]([F:38])[CH:35]=[C:34]([F:39])[CH:33]=1)=[O:7])([CH3:4])([CH3:3])[CH3:2].[H][H]. (4) Given the product [C:1]([O:5][C:6](=[O:20])[NH:7][C:8]1[CH:13]=[C:12]([CH3:14])[C:11]([C:15]([F:18])([F:17])[F:16])=[CH:10][C:9]=1[NH:19][C:26](=[O:25])[CH2:27][C:28](=[O:45])[C:29]1[CH:34]=[CH:33][CH:32]=[C:31]([C:35]2[CH:40]=[CH:39][N:38]=[C:37]([C:41]([F:42])([F:43])[F:44])[CH:36]=2)[CH:30]=1)([CH3:4])([CH3:2])[CH3:3], predict the reactants needed to synthesize it. The reactants are: [C:1]([O:5][C:6](=[O:20])[NH:7][C:8]1[CH:13]=[C:12]([CH3:14])[C:11]([C:15]([F:18])([F:17])[F:16])=[CH:10][C:9]=1[NH2:19])([CH3:4])([CH3:3])[CH3:2].C([O:25][C:26](=O)[CH2:27][C:28](=[O:45])[C:29]1[CH:34]=[CH:33][CH:32]=[C:31]([C:35]2[CH:40]=[CH:39][N:38]=[C:37]([C:41]([F:44])([F:43])[F:42])[CH:36]=2)[CH:30]=1)(C)(C)C.